Dataset: Full USPTO retrosynthesis dataset with 1.9M reactions from patents (1976-2016). Task: Predict the reactants needed to synthesize the given product. (1) Given the product [CH3:1][O:2][C:3]([C:5]1[N:6]([CH2:23][C:24]2[CH:29]=[CH:28][CH:27]=[CH:26][CH:25]=2)[C:7](=[O:22])[C:8]2[C:13]([C:14]=1[C:15]1[CH:20]=[CH:19][CH:18]=[CH:17][CH:16]=1)=[CH:12][C:11]([CH3:30])=[CH:10][CH:9]=2)=[O:4], predict the reactants needed to synthesize it. The reactants are: [CH3:1][O:2][C:3]([C:5]1[N:6]([CH2:23][C:24]2[CH:29]=[CH:28][CH:27]=[CH:26][CH:25]=2)[C:7](=[O:22])[C:8]2[C:13]([C:14]=1[C:15]1[CH:20]=[CH:19][CH:18]=[CH:17][CH:16]=1)=[CH:12][C:11](Br)=[CH:10][CH:9]=2)=[O:4].[CH3:30]B(O)O.C(=O)([O-])[O-].[K+].[K+].C1(C)C=CC=CC=1. (2) Given the product [NH2:24][C:3]1[CH:4]=[C:5]([C:8]2[C:12]3[CH2:13][N:14]([C:17](=[O:19])[CH3:18])[CH2:15][CH2:16][C:11]=3[N:10]([CH2:20][CH:21]([OH:22])[CH2:23][N:62]3[CH2:63][CH2:64][N:59]([C:54]4[CH:55]=[CH:56][CH:57]=[CH:58][C:53]=4[CH3:52])[CH2:60][CH2:61]3)[N:9]=2)[CH:6]=[CH:7][C:2]=1[Cl:1], predict the reactants needed to synthesize it. The reactants are: [Cl:1][C:2]1[CH:7]=[CH:6][C:5]([C:8]2[C:12]3[CH2:13][N:14]([C:17](=[O:19])[CH3:18])[CH2:15][CH2:16][C:11]=3[N:10]([CH2:20][CH:21]3[CH2:23][O:22]3)[N:9]=2)=[CH:4][C:3]=1[N+:24]([O-])=O.[O-]S(C(F)(F)F)(=O)=O.[Yb+3].[O-]S(C(F)(F)F)(=O)=O.[O-]S(C(F)(F)F)(=O)=O.[CH3:52][C:53]1[CH:58]=[CH:57][CH:56]=[CH:55][C:54]=1[N:59]1[CH2:64][CH2:63][NH:62][CH2:61][CH2:60]1. (3) Given the product [CH3:1][O:2][C:3]1[CH:4]=[C:5]([C:19]2[CH:20]=[C:21]3[C:25](=[CH:26][CH:27]=2)[NH:24][C:23]2[C:28]([CH3:32])=[N:29][CH:30]=[CH:31][C:22]3=2)[CH:6]=[N:7][CH:8]=1, predict the reactants needed to synthesize it. The reactants are: [CH3:1][O:2][C:3]1[CH:4]=[CH:5][C:6](B2OC(C)(C)C(C)(C)O2)=[N:7][CH:8]=1.Br[C:19]1[CH:20]=[C:21]2[C:25](=[CH:26][CH:27]=1)[NH:24][C:23]1[C:28]([CH3:32])=[N:29][CH:30]=[CH:31][C:22]2=1. (4) Given the product [CH3:32][S:29]([N:1]1[CH2:2][CH:3]=[C:4]([C:7]2[N:11]3[C:12]4[C:17]([N:18]=[C:19]([NH:20][CH2:21][CH2:22][CH2:23][OH:24])[C:10]3=[N:9][CH:8]=2)=[CH:16][C:15]([C:25]([F:26])([F:28])[F:27])=[CH:14][CH:13]=4)[CH2:5][CH2:6]1)(=[O:31])=[O:30], predict the reactants needed to synthesize it. The reactants are: [NH:1]1[CH2:6][CH:5]=[C:4]([C:7]2[N:11]3[C:12]4[C:17]([N:18]=[C:19]([NH:20][CH2:21][CH2:22][CH2:23][OH:24])[C:10]3=[N:9][CH:8]=2)=[CH:16][C:15]([C:25]([F:28])([F:27])[F:26])=[CH:14][CH:13]=4)[CH2:3][CH2:2]1.[S:29](Cl)([CH3:32])(=[O:31])=[O:30].C(#N)C. (5) Given the product [Cl:1][C:2]1[CH:10]=[CH:9][C:5]([C:6]([C:23]2[C:22]3[C:17]([S:16][CH3:15])=[CH:18][CH:19]=[N:20][C:21]=3[N:29]3[C:24]=2[CH:25]([CH2:30][C:31]([O:33][CH2:34][CH3:35])=[O:32])[CH2:26][CH2:27][CH2:28]3)=[O:7])=[CH:4][CH:3]=1, predict the reactants needed to synthesize it. The reactants are: [Cl:1][C:2]1[CH:10]=[CH:9][C:5]([C:6](Cl)=[O:7])=[CH:4][CH:3]=1.[Al+3].[Cl-].[Cl-].[Cl-].[CH3:15][S:16][C:17]1[C:22]2[CH:23]=[C:24]3[N:29]([C:21]=2[N:20]=[CH:19][CH:18]=1)[CH2:28][CH2:27][CH2:26][CH:25]3[CH2:30][C:31]([O:33][CH2:34][CH3:35])=[O:32]. (6) The reactants are: [CH3:1][C:2]1([N:12]2[CH2:17][CH2:16][C:15](=O)[CH2:14][CH2:13]2)[CH2:6][CH2:5][N:4]([C:7]([O:9][CH2:10][CH3:11])=[O:8])[CH2:3]1.[F:19][C:20]1[CH:21]=[C:22]([NH2:27])[C:23]([NH2:26])=[CH:24][CH:25]=1. Given the product [NH2:27][C:22]1[CH:21]=[C:20]([F:19])[CH:25]=[CH:24][C:23]=1[NH:26][CH:15]1[CH2:16][CH2:17][N:12]([C:2]2([CH3:1])[CH2:6][CH2:5][N:4]([C:7]([O:9][CH2:10][CH3:11])=[O:8])[CH2:3]2)[CH2:13][CH2:14]1.[NH2:26][C:23]1[CH:24]=[CH:25][C:20]([F:19])=[CH:21][C:22]=1[NH:27][CH:15]1[CH2:14][CH2:13][N:12]([C:2]2([CH3:1])[CH2:6][CH2:5][N:4]([C:7]([O-:9])=[O:8])[CH2:3]2)[CH2:17][CH2:16]1, predict the reactants needed to synthesize it. (7) The reactants are: [Br:1][C:2]1[CH:7]=[CH:6][N:5]=[C:4]2[N:8]([S:11]([C:14]3[CH:19]=[CH:18][CH:17]=[CH:16][CH:15]=3)(=[O:13])=[O:12])[CH:9]=[CH:10][C:3]=12.C([N-]C(C)C)(C)C.[Li+].[I:28]I. Given the product [Br:1][C:2]1[CH:7]=[CH:6][N:5]=[C:4]2[N:8]([S:11]([C:14]3[CH:19]=[CH:18][CH:17]=[CH:16][CH:15]=3)(=[O:13])=[O:12])[C:9]([I:28])=[CH:10][C:3]=12, predict the reactants needed to synthesize it.